Task: Predict the product of the given reaction.. Dataset: Forward reaction prediction with 1.9M reactions from USPTO patents (1976-2016) (1) Given the reactants Br[C:2]1[CH:3]=[C:4]([CH:18]=[CH:19][CH:20]=1)[CH2:5][O:6][C:7]1[CH:12]=[CH:11][CH:10]=[CH:9][C:8]=1[CH2:13][C:14]([O:16][CH3:17])=[O:15].[CH3:21][C:22]1([CH3:38])[C:26]([CH3:28])([CH3:27])[O:25][B:24]([B:24]2[O:25][C:26]([CH3:28])([CH3:27])[C:22]([CH3:38])([CH3:21])[O:23]2)[O:23]1.C([O-])(=O)C.[K+].C(Cl)Cl, predict the reaction product. The product is: [CH3:21][C:22]1([CH3:38])[C:26]([CH3:28])([CH3:27])[O:25][B:24]([C:2]2[CH:3]=[C:4]([CH:18]=[CH:19][CH:20]=2)[CH2:5][O:6][C:7]2[CH:12]=[CH:11][CH:10]=[CH:9][C:8]=2[CH2:13][C:14]([O:16][CH3:17])=[O:15])[O:23]1. (2) Given the reactants [Br:1][CH2:2][CH2:3][CH2:4][OH:5].[CH3:6][O:7][C:8](=[O:20])[CH:9]([O:18][CH3:19])[CH2:10][C:11]1[CH:16]=[CH:15][CH:14]=[C:13](O)[CH:12]=1.C(OC(=O)[C@@H](OC)CC1C=CC(OCCCBr)=CC=1)C, predict the reaction product. The product is: [CH3:6][O:7][C:8](=[O:20])[CH:9]([O:18][CH3:19])[CH2:10][C:11]1[CH:16]=[CH:15][CH:14]=[C:13]([O:5][CH2:4][CH2:3][CH2:2][Br:1])[CH:12]=1. (3) Given the reactants [C:1]1([OH:7])[CH:6]=[CH:5][CH:4]=[CH:3][CH:2]=1.C=O.[CH2:10]([NH:12][C:13]1[CH:18]=[CH:17][CH:16]=[CH:15][CH:14]=1)[CH3:11], predict the reaction product. The product is: [CH2:10]([NH:12][C:13]1[CH:18]=[CH:17][CH:16]=[CH:15][CH:14]=1)[CH3:11].[CH2:1]=[O:7].[C:1]1([OH:7])[CH:6]=[CH:5][CH:4]=[CH:3][CH:2]=1. (4) Given the reactants C[O:2][C:3]1[CH:12]=[CH:11][C:10]2[C:5](=[CH:6][CH:7]=[C:8]([C:13]3[CH:18]=[CH:17][C:16]([O:19]C)=[CH:15][CH:14]=3)[CH:9]=2)[C:4]=1[F:21].B(Br)(Br)Br, predict the reaction product. The product is: [F:21][C:4]1[C:5]2[C:10](=[CH:9][C:8]([C:13]3[CH:18]=[CH:17][C:16]([OH:19])=[CH:15][CH:14]=3)=[CH:7][CH:6]=2)[CH:11]=[CH:12][C:3]=1[OH:2]. (5) Given the reactants [O:1]1[C:5]2[CH:6]=[CH:7][C:8]([NH:10][C:11]3[C:16]([C:17]#[N:18])=[C:15]([O:19][CH2:20][C:21]4[CH:26]=[CH:25][CH:24]=[CH:23][CH:22]=4)[N:14]=[C:13](SC)[N:12]=3)=[CH:9][C:4]=2[CH2:3][O:2]1.C1C=C(Cl)C=C(C(OO)=O)C=1.C([O-])(O)=O.[Na+].Cl.[NH2:46][C@@H:47]([C:52]([NH2:54])=[O:53])[CH2:48][CH:49]([CH3:51])[CH3:50].CCN(C(C)C)C(C)C, predict the reaction product. The product is: [O:1]1[C:5]2[CH:6]=[CH:7][C:8]([NH:10][C:11]3[C:16]([C:17]#[N:18])=[C:15]([O:19][CH2:20][C:21]4[CH:26]=[CH:25][CH:24]=[CH:23][CH:22]=4)[N:14]=[C:13]([NH:46][C@H:47]([CH2:48][CH:49]([CH3:51])[CH3:50])[C:52]([NH2:54])=[O:53])[N:12]=3)=[CH:9][C:4]=2[CH2:3][O:2]1.